Task: Binary Classification. Given a drug SMILES string, predict its activity (active/inactive) in a high-throughput screening assay against a specified biological target.. Dataset: Cav3 T-type calcium channel HTS with 100,875 compounds The compound is S(=O)(=O)(N1CCN(CC1)CCC#N)c1ccc(S(=O)(=O)NC2CCCCC2)cc1. The result is 0 (inactive).